From a dataset of Merck oncology drug combination screen with 23,052 pairs across 39 cell lines. Regression. Given two drug SMILES strings and cell line genomic features, predict the synergy score measuring deviation from expected non-interaction effect. Drug 1: C=CCn1c(=O)c2cnc(Nc3ccc(N4CCN(C)CC4)cc3)nc2n1-c1cccc(C(C)(C)O)n1. Drug 2: Cn1c(=O)n(-c2ccc(C(C)(C)C#N)cc2)c2c3cc(-c4cnc5ccccc5c4)ccc3ncc21. Cell line: COLO320DM. Synergy scores: synergy=7.45.